From a dataset of Full USPTO retrosynthesis dataset with 1.9M reactions from patents (1976-2016). Predict the reactants needed to synthesize the given product. (1) Given the product [C:31]([C:29]1[N:30]=[C:25]([N:6]2[CH2:7][C@H:3]([OH:2])[CH2:4][C@H:5]2[C:8]([NH:10][CH2:11][C:12]2[CH:13]=[CH:14][C:15]([C:18]3[S:22][CH:21]=[N:20][C:19]=3[CH3:23])=[CH:16][CH:17]=2)=[O:9])[CH:26]=[CH:27][CH:28]=1)#[N:32], predict the reactants needed to synthesize it. The reactants are: Cl.[OH:2][C@H:3]1[CH2:7][NH:6][C@H:5]([C:8]([NH:10][CH2:11][C:12]2[CH:17]=[CH:16][C:15]([C:18]3[S:22][CH:21]=[N:20][C:19]=3[CH3:23])=[CH:14][CH:13]=2)=[O:9])[CH2:4]1.F[C:25]1[N:30]=[C:29]([C:31]#[N:32])[CH:28]=[CH:27][CH:26]=1.CCN(C(C)C)C(C)C. (2) Given the product [Cl:17][C:5]1[CH:4]=[CH:3][C:2]([N:1]=[C:18]=[S:19])=[CH:16][C:6]=1[CH2:7][N:8]1[CH2:12][CH2:11][CH:10]([N:13]([CH3:14])[CH3:15])[CH2:9]1, predict the reactants needed to synthesize it. The reactants are: [NH2:1][C:2]1[CH:3]=[CH:4][C:5]([Cl:17])=[C:6]([CH:16]=1)[CH2:7][N:8]1[CH2:12][CH2:11][CH:10]([N:13]([CH3:15])[CH3:14])[CH2:9]1.[C:18](N1C=CN=C1)(N1C=CN=C1)=[S:19]. (3) Given the product [CH2:46]([O:47][C:8]1[C:9]([CH:39]=[C:40]=[O:43])=[C:10]([S:14]([N:17]2[C:25](=[O:27])[C:24]3[C:23](=[CH:22][C:21]([Cl:20])=[CH:29][CH:28]=3)[NH:30][C:18]2=[O:19])(=[O:15])=[O:16])[CH:11]=[CH:12][CH:13]=1)[CH:45]=[CH2:44], predict the reactants needed to synthesize it. The reactants are: C(OC(C[C:8]1[CH:9]=[C:10]([S:14]([N:17]=[C:18]=[O:19])(=[O:16])=[O:15])[CH:11]=[CH:12][CH:13]=1)=O)C=C.[Cl:20][C:21]1[CH:22]=[C:23]([NH2:30])[C:24](=[CH:28][CH:29]=1)[C:25]([OH:27])=O.C1N=CN(C(N2C=N[CH:40]=[CH:39]2)=O)C=1.[OH2:43].[CH2:44]1C[O:47][CH2:46][CH2:45]1. (4) Given the product [O:27]=[C:26]([NH:28][C:29]1[S:30][C:31]2[CH2:37][C@H:36]([NH:38][CH2:46][CH2:47][CH3:48])[CH2:35][CH2:34][C:32]=2[N:33]=1)[C@@H:25]([NH:24][C:1](=[O:23])[CH2:2][CH2:3]/[CH:4]=[CH:5]\[CH2:6]/[CH:7]=[CH:8]\[CH2:9]/[CH:10]=[CH:11]\[CH2:12]/[CH:13]=[CH:14]\[CH2:15]/[CH:16]=[CH:17]\[CH2:18]/[CH:19]=[CH:20]\[CH2:21][CH3:22])[CH2:49][CH2:50][CH2:51][CH2:52][NH:53][C:54](=[O:76])[CH2:55][CH2:56]/[CH:57]=[CH:58]\[CH2:59]/[CH:60]=[CH:61]\[CH2:62]/[CH:63]=[CH:64]\[CH2:65]/[CH:66]=[CH:67]\[CH2:68]/[CH:69]=[CH:70]\[CH2:71]/[CH:72]=[CH:73]\[CH2:74][CH3:75], predict the reactants needed to synthesize it. The reactants are: [C:1]([NH:24][C@@H:25]([CH2:49][CH2:50][CH2:51][CH2:52][NH:53][C:54](=[O:76])[CH2:55][CH2:56]/[CH:57]=[CH:58]\[CH2:59]/[CH:60]=[CH:61]\[CH2:62]/[CH:63]=[CH:64]\[CH2:65]/[CH:66]=[CH:67]\[CH2:68]/[CH:69]=[CH:70]\[CH2:71]/[CH:72]=[CH:73]\[CH2:74][CH3:75])[C:26]([NH:28][C:29]1[S:30][C:31]2[CH2:37][C@H:36]([N:38]([CH2:46][CH2:47][CH3:48])C(=O)OC(C)(C)C)[CH2:35][CH2:34][C:32]=2[N:33]=1)=[O:27])(=[O:23])[CH2:2][CH2:3]/[CH:4]=[CH:5]\[CH2:6]/[CH:7]=[CH:8]\[CH2:9]/[CH:10]=[CH:11]\[CH2:12]/[CH:13]=[CH:14]\[CH2:15]/[CH:16]=[CH:17]\[CH2:18]/[CH:19]=[CH:20]\[CH2:21][CH3:22]. (5) Given the product [Br:1][C:2]1[CH:11]=[C:10]2[C:5](=[CH:4][C:3]=1[O:17][CH2:19][CH2:20][CH2:21][CH2:22][CH2:23][CH3:24])[C:6]([CH3:15])([CH3:16])[CH2:7][CH:8]=[C:9]2[CH:12]([CH3:13])[CH3:14], predict the reactants needed to synthesize it. The reactants are: [Br:1][C:2]1[C:3]([OH:17])=[CH:4][C:5]2[C:6]([CH3:16])([CH3:15])[CH2:7][CH:8]=[C:9]([CH:12]([CH3:14])[CH3:13])[C:10]=2[CH:11]=1.I[CH2:19][CH2:20][CH2:21][CH2:22][CH2:23][CH3:24].